Predict which catalyst facilitates the given reaction. From a dataset of Catalyst prediction with 721,799 reactions and 888 catalyst types from USPTO. Reactant: [CH3:1][NH2:2].C(O)(=O)C.[F:7][C:8]1[CH:9]=[C:10]([N:14]2[C@@:18]3([CH2:23][CH2:22][N:21]([C:24]([O:26][CH2:27][C:28]4[CH:33]=[CH:32][CH:31]=[CH:30][CH:29]=4)=[O:25])[C@@H:20]([CH3:34])[CH2:19]3)[C:17](=O)[CH2:16][S:15]2(=[O:37])=[O:36])[CH:11]=[CH:12][CH:13]=1.C(O[BH-](OC(=O)C)OC(=O)C)(=O)C.[Na+]. Product: [F:7][C:8]1[CH:9]=[C:10]([N:14]2[C@@:18]3([CH2:23][CH2:22][N:21]([C:24]([O:26][CH2:27][C:28]4[CH:29]=[CH:30][CH:31]=[CH:32][CH:33]=4)=[O:25])[C@@H:20]([CH3:34])[CH2:19]3)[C:17]([NH:2][CH3:1])=[CH:16][S:15]2(=[O:36])=[O:37])[CH:11]=[CH:12][CH:13]=1. The catalyst class is: 756.